From a dataset of Full USPTO retrosynthesis dataset with 1.9M reactions from patents (1976-2016). Predict the reactants needed to synthesize the given product. (1) Given the product [C:13]([NH:1][C:2]1[CH:3]=[C:4]([OH:12])[C:5](=[CH:10][CH:11]=1)[C:6]([O:8][CH3:9])=[O:7])(=[O:15])[CH3:14], predict the reactants needed to synthesize it. The reactants are: [NH2:1][C:2]1[CH:3]=[C:4]([OH:12])[C:5](=[CH:10][CH:11]=1)[C:6]([O:8][CH3:9])=[O:7].[C:13](OC(=O)C)(=[O:15])[CH3:14]. (2) The reactants are: [F:1][C:2]1[CH:7]=[C:6]([F:8])[C:5]([C:9]2[CH:10]=[N:11][CH:12]=[N:13][CH:14]=2)=[CH:4][C:3]=1[C@@:15]([NH:27][C:28]([NH:30]C(=O)C1C=CC=CC=1)=[S:29])([CH2:17][C@H:18]([C:20]1[C:21]([CH3:26])=[N:22][O:23][C:24]=1[CH3:25])O)[CH3:16].Cl. Given the product [F:1][C:2]1[CH:7]=[C:6]([F:8])[C:5]([C:9]2[CH:10]=[N:11][CH:12]=[N:13][CH:14]=2)=[CH:4][C:3]=1[C@:15]1([CH3:16])[CH2:17][C@@H:18]([C:20]2[C:21]([CH3:26])=[N:22][O:23][C:24]=2[CH3:25])[S:29][C:28]([NH2:30])=[N:27]1, predict the reactants needed to synthesize it.